From a dataset of Full USPTO retrosynthesis dataset with 1.9M reactions from patents (1976-2016). Predict the reactants needed to synthesize the given product. (1) Given the product [ClH:21].[ClH:21].[Cl:21][C:11]1[C:10]2[C:15](=[CH:16][C:7]([CH2:6][NH:5][C:4]3([C:3]([OH:26])=[O:2])[CH2:22][CH2:23][CH2:24][CH2:25]3)=[CH:8][CH:9]=2)[C:14]([NH:17][C:18]([NH2:20])=[NH:19])=[N:13][CH:12]=1, predict the reactants needed to synthesize it. The reactants are: C[O:2][C:3](=[O:26])[C:4]1([CH2:25][CH2:24][CH2:23][CH2:22]1)[NH:5][CH2:6][C:7]1[CH:16]=[C:15]2[C:10]([C:11]([Cl:21])=[CH:12][N:13]=[C:14]2[NH:17][C:18]([NH2:20])=[NH:19])=[CH:9][CH:8]=1.[OH-].[Na+]. (2) Given the product [CH3:1][O:2][C:3]1[CH:4]=[C:5]2[C:9](=[CH:10][CH:11]=1)[N:8]([S:22]([C:19]1[CH:20]=[CH:21][S:17][CH:18]=1)(=[O:24])=[O:23])[CH:7]=[C:6]2[CH2:12][CH2:13][C:14]([OH:16])=[O:15], predict the reactants needed to synthesize it. The reactants are: [CH3:1][O:2][C:3]1[CH:4]=[C:5]2[C:9](=[CH:10][CH:11]=1)[NH:8][CH:7]=[C:6]2[CH2:12][CH2:13][C:14]([OH:16])=[O:15].[S:17]1[CH:21]=[CH:20][C:19]([S:22](Cl)(=[O:24])=[O:23])=[CH:18]1.